This data is from Reaction yield outcomes from USPTO patents with 853,638 reactions. The task is: Predict the reaction yield, written as a fraction of the theoretical maximum amount of product (1.0 means a 100% yield; for example, 0.34 means a 34% yield). (1) The reactants are [OH:1][C:2]1[C:13]([O:14][CH3:15])=[CH:12][CH:11]=[CH:10][C:3]=1[C:4]([N:6]([O:8][CH3:9])[CH3:7])=[O:5].CN(C)C=O.[H-].[Na+].[CH3:23][O:24][CH2:25]Cl. The catalyst is C(OCC)(=O)C. The product is [CH3:9][O:8][N:6]([CH3:7])[C:4](=[O:5])[C:3]1[CH:10]=[CH:11][CH:12]=[C:13]([O:14][CH3:15])[C:2]=1[O:1][CH2:23][O:24][CH3:25]. The yield is 0.360. (2) The reactants are O.[OH-].[Li+].[CH3:4][O:5][C:6]([N:8]1[CH2:13][C:12](=[O:14])[N:11]2[CH:15]([C:18]([O:20]CC)=[O:19])[CH2:16][CH2:17][CH:10]2[CH2:9]1)=[O:7].Cl. The catalyst is O.CO.O1CCCC1. The product is [CH3:4][O:5][C:6]([N:8]1[CH2:13][C:12](=[O:14])[N:11]2[CH:15]([C:18]([OH:20])=[O:19])[CH2:16][CH2:17][CH:10]2[CH2:9]1)=[O:7]. The yield is 1.00. (3) The reactants are [CH3:1][O:2][C:3]([C:5]1[S:6][CH:7]=[C:8]([Br:11])[C:9]=1[OH:10])=[O:4].[C:12](=O)([O-])[O-].[K+].[K+].IC. The catalyst is CC(C)=O. The product is [CH3:1][O:2][C:3]([C:5]1[S:6][CH:7]=[C:8]([Br:11])[C:9]=1[O:10][CH3:12])=[O:4]. The yield is 1.00. (4) The product is [F:1][C:2]1[N:3]=[CH:4][C:5]([CH:6]([OH:7])[CH3:10])=[CH:8][CH:9]=1. The reactants are [F:1][C:2]1[CH:9]=[CH:8][C:5]([CH:6]=[O:7])=[CH:4][N:3]=1.[CH3:10][Mg]Br. The yield is 0.830. The catalyst is C1COCC1. (5) The reactants are [CH3:1][S:2]([C:5]1[CH:10]=[CH:9][C:8]([C:11]2[N:12]=[CH:13][C:14]([OH:17])=[N:15][CH:16]=2)=[CH:7][CH:6]=1)(=[O:4])=[O:3].CS(O[CH2:23][CH:24]1[CH2:29][CH2:28][N:27]([C:30]2[O:34][N:33]=[C:32]([CH:35]([CH3:37])[CH3:36])[N:31]=2)[CH2:26][CH2:25]1)(=O)=O.C([O-])([O-])=O.[K+].[K+].O. The catalyst is CN(C=O)C. The product is [CH3:37][CH:35]([C:32]1[N:31]=[C:30]([N:27]2[CH2:26][CH2:25][CH:24]([CH2:23][O:17][C:14]3[CH:13]=[N:12][C:11]([C:8]4[CH:7]=[CH:6][C:5]([S:2]([CH3:1])(=[O:3])=[O:4])=[CH:10][CH:9]=4)=[CH:16][N:15]=3)[CH2:29][CH2:28]2)[O:34][N:33]=1)[CH3:36]. The yield is 0.510. (6) The reactants are [Br:1][C:2]1[C:3]([OH:18])=[C:4]([Cl:17])[CH:5]=[C:6]2[C:11]=1[O:10][CH2:9][CH2:8][CH:7]2[C:12]([O:14][CH2:15][CH3:16])=[O:13].F[C:20]1[CH:32]=[CH:31][C:23]([C:24]([O:26][C:27]([CH3:30])([CH3:29])[CH3:28])=[O:25])=[CH:22][C:21]=1[N+:33]([O-:35])=[O:34].C(=O)([O-])[O-].[K+].[K+].Cl. The catalyst is CN(C)C=O.C(Cl)(Cl)Cl.O. The product is [Br:1][C:2]1[C:3]([O:18][C:20]2[CH:32]=[CH:31][C:23]([C:24]([O:26][C:27]([CH3:29])([CH3:30])[CH3:28])=[O:25])=[CH:22][C:21]=2[N+:33]([O-:35])=[O:34])=[C:4]([Cl:17])[CH:5]=[C:6]2[C:11]=1[O:10][CH2:9][CH2:8][CH:7]2[C:12]([O:14][CH2:15][CH3:16])=[O:13]. The yield is 0.650. (7) The catalyst is CS(C)=O.C(OCC)(=O)C. The reactants are [Cl-].O[NH3+:3].[C:4](=[O:7])([O-])[OH:5].[Na+].[CH2:9]([N:16]1[CH2:21][CH2:20][CH:19]([N:22]2[C:27](=[O:28])[C:26]([CH2:29][C:30]3[CH:35]=[CH:34][C:33]([C:36]4[C:37]([C:42]#[N:43])=[CH:38][CH:39]=[CH:40][CH:41]=4)=[CH:32][CH:31]=3)=[C:25]([CH2:44][CH2:45][CH3:46])[N:24]3[N:47]=[CH:48][N:49]=[C:23]23)[CH2:18][CH2:17]1)[C:10]1[CH:15]=[CH:14][CH:13]=[CH:12][CH:11]=1. The yield is 0.160. The product is [CH2:9]([N:16]1[CH2:21][CH2:20][CH:19]([N:22]2[C:27](=[O:28])[C:26]([CH2:29][C:30]3[CH:35]=[CH:34][C:33]([C:36]4[CH:41]=[CH:40][CH:39]=[CH:38][C:37]=4[C:42]4[NH:3][C:4](=[O:7])[O:5][N:43]=4)=[CH:32][CH:31]=3)=[C:25]([CH2:44][CH2:45][CH3:46])[N:24]3[N:47]=[CH:48][N:49]=[C:23]23)[CH2:18][CH2:17]1)[C:10]1[CH:15]=[CH:14][CH:13]=[CH:12][CH:11]=1. (8) The reactants are [F:1][C:2]([F:11])([F:10])[C:3]1[CH:8]=[CH:7][N:6]=[C:5]([OH:9])[N:4]=1.[N:12]1([C:18](Cl)=[O:19])[CH2:17][CH2:16][O:15][CH2:14][CH2:13]1.N12CCN(CC1)CC2.O. The catalyst is CN(C)C=O.[Cl-].[Na+].O. The product is [F:11][C:2]([F:1])([F:10])[C:3]1[CH:8]=[CH:7][N:6]=[C:5]([O:9][C:18]([N:12]2[CH2:17][CH2:16][O:15][CH2:14][CH2:13]2)=[O:19])[N:4]=1. The yield is 0.800. (9) The reactants are [C:1]1([NH:7][CH2:8][C:9]2[O:13][C:12]([CH2:14][O:15]C(=O)C)=[CH:11][CH:10]=2)[CH:6]=[CH:5][CH:4]=[CH:3][CH:2]=1.NC1C=CC=CC=1.C(=O)([O-])[O-].[K+].[K+]. The catalyst is CO. The product is [C:1]1([NH:7][CH2:8][C:9]2[O:13][C:12]([CH2:14][OH:15])=[CH:11][CH:10]=2)[CH:2]=[CH:3][CH:4]=[CH:5][CH:6]=1. The yield is 0.820. (10) The reactants are Cl[C:2]1[N:7]=[C:6]([N:8]2[C:12]3[CH:13]=[CH:14][CH:15]=[CH:16][C:11]=3[N:10]=[C:9]2[CH:17]([F:19])[F:18])[N:5]=[C:4]([N:20]2[CH2:26][C:22]3([CH2:25][O:24][CH2:23]3)[CH2:21]2)[N:3]=1.[C:27](=[O:30])([O-])[O-].[K+].[K+].CCCC[CH2:37][CH2:38][CH3:39].[CH3:40][N:41](C=O)C. No catalyst specified. The product is [F:19][CH:17]([F:18])[C:9]1[N:8]([C:6]2[N:5]=[C:4]([N:20]3[CH2:26][C:22]4([CH2:23][O:24][CH2:25]4)[CH2:21]3)[N:3]=[C:2]([N:41]3[CH2:37][C:38]4([CH2:27][O:30][CH2:39]4)[CH2:40]3)[N:7]=2)[C:12]2[CH:13]=[CH:14][CH:15]=[CH:16][C:11]=2[N:10]=1. The yield is 0.900.